From a dataset of Full USPTO retrosynthesis dataset with 1.9M reactions from patents (1976-2016). Predict the reactants needed to synthesize the given product. (1) Given the product [NH2:6][C:8]1[C:9]2[C:16]([I:17])=[CH:15][N:14]([CH:18]3[CH2:21][N:20]([C:22]([O:24][C:25]([CH3:28])([CH3:27])[CH3:26])=[O:23])[CH2:19]3)[C:10]=2[N:11]=[CH:12][N:13]=1, predict the reactants needed to synthesize it. The reactants are: O1CCCC1.[NH3:6].Cl[C:8]1[C:9]2[C:16]([I:17])=[CH:15][N:14]([CH:18]3[CH2:21][N:20]([C:22]([O:24][C:25]([CH3:28])([CH3:27])[CH3:26])=[O:23])[CH2:19]3)[C:10]=2[N:11]=[CH:12][N:13]=1.C(Cl)(Cl)Cl. (2) Given the product [CH3:10][O:11][C:12]1[CH:13]=[C:14]([CH:17]=[CH:18][C:19]=1[CH3:20])[CH2:15][CH:2]([C:1]([O:8][CH3:9])=[O:7])[C:3]([O:5][CH3:6])=[O:4], predict the reactants needed to synthesize it. The reactants are: [C:1]([O:8][CH3:9])(=[O:7])[CH2:2][C:3]([O:5][CH3:6])=[O:4].[CH3:10][O:11][C:12]1[CH:13]=[C:14]([CH:17]=[CH:18][C:19]=1[CH3:20])[CH2:15]Br. (3) Given the product [O:22]=[C:21]1[C:16]2[CH:15]=[CH:14][S:13][C:17]=2[CH2:18][CH2:19][CH:20]1[C:25]([O:24][CH3:23])=[O:26], predict the reactants needed to synthesize it. The reactants are: C([Li])CCC.C(NC(C)C)(C)C.[S:13]1[C:17]2[CH2:18][CH2:19][CH2:20][C:21](=[O:22])[C:16]=2[CH:15]=[CH:14]1.[CH3:23][O:24][C:25](C#N)=[O:26].